Dataset: Full USPTO retrosynthesis dataset with 1.9M reactions from patents (1976-2016). Task: Predict the reactants needed to synthesize the given product. Given the product [CH3:1][O:2][C:3](=[O:13])[CH2:4][C:5]1[CH:10]=[CH:9][C:8]([CH2:11][N:14]2[CH2:18][CH2:17][CH2:16][CH2:15]2)=[CH:7][CH:6]=1, predict the reactants needed to synthesize it. The reactants are: [CH3:1][O:2][C:3](=[O:13])[CH2:4][C:5]1[CH:10]=[CH:9][C:8]([CH2:11]Br)=[CH:7][CH:6]=1.[NH:14]1[CH2:18][CH2:17][CH2:16][CH2:15]1.C(=O)([O-])[O-].[K+].[K+].C(=O)([O-])O.[Na+].